Dataset: Experimentally validated miRNA-target interactions with 360,000+ pairs, plus equal number of negative samples. Task: Binary Classification. Given a miRNA mature sequence and a target amino acid sequence, predict their likelihood of interaction. (1) The miRNA is hsa-miR-548ak with sequence AAAAGUAACUGCGGUUUUUGA. The protein sequence of the target gene is MATEHVNGNGTEEPMDTTSAVIHSENFQTLLDAGLPQKVAEKLDEIYVAGLVAHSDLDERAIEALKEFNEDGALAVLQQFKDSDLSHVQNKSAFLCGVMKTYRQREKQGTKVADSSKGPDEAKIKALLERTGYTLDVTTGQRKYGGPPPDSVYSGQQPSVGTEIFVGKIPRDLFEDELVPLFEKAGPIWDLRLMMDPLTGLNRGYAFVTFCTKEAAQEAVKLYNNHEIRSGKHIGVCISVANNRLFVGSIPKSKTKEQILEEFSKVTEGLTDVILYHQPDDKKKNRGFCFLEYEDHKTAA.... Result: 1 (interaction). (2) The miRNA is hsa-miR-6127 with sequence UGAGGGAGUGGGUGGGAGG. The protein sequence of the target gene is MESPSAHAVSLPEDEELQPWGGAGGPGQHPGRPRSTECAHPGVVEKVRPKWDNPLQFLLVCISYAVGLGNVWRFPYLCQMYGGGNFLVPYIIMLIVEGMPLLYLELAVGQRMRQGSIGAWRTISPYLSGVGIASLVVSFLASVYFNVINTWALWYLFHSFQDPLPWSVCPLNSNHTGYDEECEKASSTQYFWYRKTLNISPSIQENGGVQWEPALCLTLAWLMVYLCILRGTESTGKVVYFTTSLPYFVLIIYLVRGLTLHGATNGLAYMFTPKIEQLANPKAWINAATQIFFSLGLGCG.... Result: 0 (no interaction). (3) The miRNA is hsa-miR-127-5p with sequence CUGAAGCUCAGAGGGCUCUGAU. The protein sequence of the target gene is MAHTAAERPPEETLSLWKGEQARLKARVVDRDTEAWQRDPSFSGLQKVGGVDVSFVKGDSVRACASLVVLSYPELKVVYEDSRMVGLKAPYVSGFLAFREVPFLVELVQRLQEKEPDLMPQVVLVDGNGVLHQRGFGVACHLGVLTELPCIGVAKKLLQVDGLENNALHKEKIVLLQAGGDTFPLIGSSGTVLGMALRSHDHSTKPLYVSVGHRISLEVAVRLTHHCCRFRIPEPIRQADIRSREYIRRTLGQLGVAPAQRKDRSQKEQRPNACPQGGPGALADQGRPPECDGRDSSSDR.... Result: 0 (no interaction).